This data is from Peptide-MHC class II binding affinity with 134,281 pairs from IEDB. The task is: Regression. Given a peptide amino acid sequence and an MHC pseudo amino acid sequence, predict their binding affinity value. This is MHC class II binding data. (1) The peptide sequence is LKKLVFGYRKPLDNI. The MHC is DRB1_0301 with pseudo-sequence DRB1_0301. The binding affinity (normalized) is 0.242. (2) The peptide sequence is YNLDPDSIDFLVLKN. The MHC is DRB1_0101 with pseudo-sequence DRB1_0101. The binding affinity (normalized) is 0.480. (3) The peptide sequence is STVLGFAALAAAAAF. The MHC is DRB1_1501 with pseudo-sequence DRB1_1501. The binding affinity (normalized) is 1.00. (4) The peptide sequence is SGGVWREMHHLVEFE. The MHC is DRB1_0701 with pseudo-sequence DRB1_0701. The binding affinity (normalized) is 0.150. (5) The MHC is HLA-DQA10501-DQB10303 with pseudo-sequence HLA-DQA10501-DQB10303. The peptide sequence is GKATLECQVQTAVDFKK. The binding affinity (normalized) is 0. (6) The peptide sequence is YHFDLSGHAFGAMAKKGDEQ. The MHC is HLA-DPA10103-DPB10401 with pseudo-sequence HLA-DPA10103-DPB10401. The binding affinity (normalized) is 0.257. (7) The peptide sequence is YHFDLSGHAFGAMAK. The MHC is DRB1_0401 with pseudo-sequence DRB1_0401. The binding affinity (normalized) is 0. (8) The peptide sequence is EPLQGPFNFRFLTEKGMKNV. The MHC is DRB1_1101 with pseudo-sequence DRB1_1101. The binding affinity (normalized) is 0.424. (9) The peptide sequence is CAKFTCAKSMSLFEVKK. The MHC is DRB5_0101 with pseudo-sequence DRB5_0101. The binding affinity (normalized) is 0.797. (10) The peptide sequence is EGHLRFLKNIILPVY. The MHC is DRB3_0101 with pseudo-sequence DRB3_0101. The binding affinity (normalized) is 0.174.